Dataset: Catalyst prediction with 721,799 reactions and 888 catalyst types from USPTO. Task: Predict which catalyst facilitates the given reaction. (1) Reactant: [C:1]([O:5][CH3:6])(=[O:4])[CH2:2][SH:3].Cl[C:8]1[CH:17]=[CH:16][C:15]([N+:18]([O-:20])=[O:19])=[CH:14][C:9]=1[C:10](OC)=[O:11].CCN(CC)CC.Cl. Product: [OH:11][C:10]1[C:9]2[CH:14]=[C:15]([N+:18]([O-:20])=[O:19])[CH:16]=[CH:17][C:8]=2[S:3][C:2]=1[C:1]([O:5][CH3:6])=[O:4]. The catalyst class is: 5. (2) Reactant: [NH:1]1[C:9]2[C:4](=[CH:5][CH:6]=[CH:7][CH:8]=2)[C:3]([CH2:10][C@H:11]([NH:15][C:16](=[O:26])[CH2:17][CH2:18][CH2:19][C:20]2[CH:25]=[CH:24][CH:23]=[CH:22][CH:21]=2)[C:12]([OH:14])=O)=[CH:2]1.[OH:27][N:28]1[C:32](=[O:33])[CH2:31][CH2:30][C:29]1=[O:34].C1(N=C=NC2CCCCC2)CCCCC1.[NH2:50][CH2:51][CH2:52][CH2:53][CH2:54][CH2:55][C:56](O)=[O:57].C([O-])(O)=O.[Na+]. Product: [O:34]=[C:29]1[CH2:30][CH2:31][C:32](=[O:33])[N:28]1[O:27][C:56](=[O:57])[CH2:55][CH2:54][CH2:53][CH2:52][CH2:51][NH:50][C:12](=[O:14])[C@@H:11]([NH:15][C:16](=[O:26])[CH2:17][CH2:18][CH2:19][C:20]1[CH:25]=[CH:24][CH:23]=[CH:22][CH:21]=1)[CH2:10][C:3]1[C:4]2[C:9](=[CH:8][CH:7]=[CH:6][CH:5]=2)[NH:1][CH:2]=1. The catalyst class is: 47. (3) Reactant: [Cl:1][C:2]1[CH:7]=[CH:6][C:5]([N:8]2[C:12]([CH2:13][CH2:14][CH3:15])=[C:11]([C:16]([OH:18])=O)[CH:10]=[N:9]2)=[CH:4][CH:3]=1.C1C=CC2N(O)N=NC=2C=1.CCN=C=NCCCN(C)C.C(N(C(C)C)CC)(C)C.[CH:49]1([NH:55][CH3:56])[CH2:54][CH2:53][CH2:52][CH2:51][CH2:50]1. Product: [CH:49]1([N:55]([CH3:56])[C:16]([C:11]2[CH:10]=[N:9][N:8]([C:5]3[CH:4]=[CH:3][C:2]([Cl:1])=[CH:7][CH:6]=3)[C:12]=2[CH2:13][CH2:14][CH3:15])=[O:18])[CH2:54][CH2:53][CH2:52][CH2:51][CH2:50]1. The catalyst class is: 1. (4) Reactant: [C:1]([O:9][C@@H:10]1[C@@H:15]([O:16][C:17](=[O:24])[C:18]2[CH:23]=[CH:22][CH:21]=[CH:20][CH:19]=2)[C@H:14]([O:25][C:26](=[O:33])[C:27]2[CH:32]=[CH:31][CH:30]=[CH:29][CH:28]=2)[C@@H:13]([CH2:34][O:35][C:36](=[O:43])[C:37]2[CH:42]=[CH:41][CH:40]=[CH:39][CH:38]=2)[O:12][C@@H:11]1Br)(=[O:8])[C:2]1[CH:7]=[CH:6][CH:5]=[CH:4][CH:3]=1.[C:45]([C:49]#[N:50])([Cl:48])([Cl:47])[Cl:46].N12CCCN=C1CCCCC2.CC(C)=[O:64].O. Product: [Cl:46][C:45]([Cl:48])([Cl:47])[C:49](=[NH:50])[O:64][C@H:11]1[O:12][C@H:13]([CH2:34][O:35][C:36](=[O:43])[C:37]2[CH:42]=[CH:41][CH:40]=[CH:39][CH:38]=2)[C@@H:14]([O:25][C:26](=[O:33])[C:27]2[CH:32]=[CH:31][CH:30]=[CH:29][CH:28]=2)[C@H:15]([O:16][C:17](=[O:24])[C:18]2[CH:23]=[CH:22][CH:21]=[CH:20][CH:19]=2)[C@H:10]1[O:9][C:1](=[O:8])[C:2]1[CH:7]=[CH:6][CH:5]=[CH:4][CH:3]=1. The catalyst class is: 2. (5) Reactant: [H-].[Na+].[CH2:3]([OH:8])[CH:4]=[CH:5][CH2:6][OH:7].[C:9]([Si:13](Cl)([C:20]1[CH:25]=[CH:24][CH:23]=[CH:22][CH:21]=1)[C:14]1[CH:19]=[CH:18][CH:17]=[CH:16][CH:15]=1)([CH3:12])([CH3:11])[CH3:10]. Product: [C:9]([Si:13]([C:20]1[CH:25]=[CH:24][CH:23]=[CH:22][CH:21]=1)([C:14]1[CH:15]=[CH:16][CH:17]=[CH:18][CH:19]=1)[O:7][CH2:6][CH:5]=[CH:4][CH2:3][OH:8])([CH3:12])([CH3:10])[CH3:11]. The catalyst class is: 7.